This data is from NCI-60 drug combinations with 297,098 pairs across 59 cell lines. The task is: Regression. Given two drug SMILES strings and cell line genomic features, predict the synergy score measuring deviation from expected non-interaction effect. (1) Drug 1: C1CN(P(=O)(OC1)NCCCl)CCCl. Drug 2: C1C(C(OC1N2C=NC3=C2NC=NCC3O)CO)O. Cell line: 786-0. Synergy scores: CSS=-2.42, Synergy_ZIP=1.06, Synergy_Bliss=-0.648, Synergy_Loewe=-1.77, Synergy_HSA=-2.65. (2) Drug 1: C1CC(C1)(C(=O)O)C(=O)O.[NH2-].[NH2-].[Pt+2]. Drug 2: CCN(CC)CCCC(C)NC1=C2C=C(C=CC2=NC3=C1C=CC(=C3)Cl)OC. Cell line: MCF7. Synergy scores: CSS=14.9, Synergy_ZIP=-6.31, Synergy_Bliss=3.51, Synergy_Loewe=-5.39, Synergy_HSA=1.60. (3) Drug 1: CC1CCC2CC(C(=CC=CC=CC(CC(C(=O)C(C(C(=CC(C(=O)CC(OC(=O)C3CCCCN3C(=O)C(=O)C1(O2)O)C(C)CC4CCC(C(C4)OC)OCCO)C)C)O)OC)C)C)C)OC. Drug 2: C1CCC(C(C1)N)N.C(=O)(C(=O)[O-])[O-].[Pt+4]. Cell line: SK-MEL-2. Synergy scores: CSS=19.5, Synergy_ZIP=2.44, Synergy_Bliss=4.07, Synergy_Loewe=-1.01, Synergy_HSA=0.520. (4) Synergy scores: CSS=7.20, Synergy_ZIP=-4.03, Synergy_Bliss=-2.95, Synergy_Loewe=-2.47, Synergy_HSA=-2.53. Drug 1: COC1=C(C=C2C(=C1)N=CN=C2NC3=CC(=C(C=C3)F)Cl)OCCCN4CCOCC4. Drug 2: CC(C)CN1C=NC2=C1C3=CC=CC=C3N=C2N. Cell line: MDA-MB-231.